Dataset: NCI-60 drug combinations with 297,098 pairs across 59 cell lines. Task: Regression. Given two drug SMILES strings and cell line genomic features, predict the synergy score measuring deviation from expected non-interaction effect. (1) Drug 1: C(CC(=O)O)C(=O)CN.Cl. Drug 2: CCC1(C2=C(COC1=O)C(=O)N3CC4=CC5=C(C=CC(=C5CN(C)C)O)N=C4C3=C2)O.Cl. Cell line: 786-0. Synergy scores: CSS=20.2, Synergy_ZIP=-3.81, Synergy_Bliss=0.912, Synergy_Loewe=-16.1, Synergy_HSA=-0.480. (2) Drug 1: CC1=C(C=C(C=C1)NC2=NC=CC(=N2)N(C)C3=CC4=NN(C(=C4C=C3)C)C)S(=O)(=O)N.Cl. Drug 2: C1CN(CCN1C(=O)CCBr)C(=O)CCBr. Cell line: HOP-62. Synergy scores: CSS=22.6, Synergy_ZIP=-6.82, Synergy_Bliss=2.47, Synergy_Loewe=-6.88, Synergy_HSA=1.15. (3) Drug 1: C1=C(C(=O)NC(=O)N1)N(CCCl)CCCl. Drug 2: CC1C(C(CC(O1)OC2CC(CC3=C2C(=C4C(=C3O)C(=O)C5=CC=CC=C5C4=O)O)(C(=O)C)O)N)O. Cell line: NCI-H322M. Synergy scores: CSS=42.1, Synergy_ZIP=-11.0, Synergy_Bliss=-6.42, Synergy_Loewe=-9.49, Synergy_HSA=-4.15. (4) Drug 1: CC1=C(C=C(C=C1)NC(=O)C2=CC=C(C=C2)CN3CCN(CC3)C)NC4=NC=CC(=N4)C5=CN=CC=C5. Drug 2: CC1=C(C(=CC=C1)Cl)NC(=O)C2=CN=C(S2)NC3=CC(=NC(=N3)C)N4CCN(CC4)CCO. Cell line: SN12C. Synergy scores: CSS=1.46, Synergy_ZIP=5.91, Synergy_Bliss=9.47, Synergy_Loewe=-8.20, Synergy_HSA=-6.73. (5) Drug 1: C1CC(=O)NC(=O)C1N2CC3=C(C2=O)C=CC=C3N. Drug 2: C1=CC(=CC=C1CC(C(=O)O)N)N(CCCl)CCCl.Cl. Cell line: RPMI-8226. Synergy scores: CSS=24.6, Synergy_ZIP=-2.27, Synergy_Bliss=1.58, Synergy_Loewe=-0.332, Synergy_HSA=-0.272. (6) Drug 1: CC(CN1CC(=O)NC(=O)C1)N2CC(=O)NC(=O)C2. Drug 2: CN1C(=O)N2C=NC(=C2N=N1)C(=O)N. Cell line: SK-OV-3. Synergy scores: CSS=5.56, Synergy_ZIP=-1.54, Synergy_Bliss=1.60, Synergy_Loewe=-0.420, Synergy_HSA=-0.172.